This data is from Forward reaction prediction with 1.9M reactions from USPTO patents (1976-2016). The task is: Predict the product of the given reaction. (1) Given the reactants [Br:1][C:2]1[CH:7]=[C:6]([NH2:8])[C:5]([NH2:9])=[C:4]([CH3:10])[CH:3]=1.[CH:11](O)=O, predict the reaction product. The product is: [Br:1][C:2]1[CH:3]=[C:4]([CH3:10])[C:5]2[N:9]=[CH:11][NH:8][C:6]=2[CH:7]=1. (2) Given the reactants [Br:1][C:2]1[CH:3]=[C:4]([CH:17]=[CH:18][CH:19]=1)[CH2:5][N:6]1[CH:11]=[CH:10][CH:9]=[C:8]([C:12]([O:14]C)=[O:13])[C:7]1=[O:16].[OH-].[Na+], predict the reaction product. The product is: [Br:1][C:2]1[CH:3]=[C:4]([CH:17]=[CH:18][CH:19]=1)[CH2:5][N:6]1[CH:11]=[CH:10][CH:9]=[C:8]([C:12]([OH:14])=[O:13])[C:7]1=[O:16].